This data is from Reaction yield outcomes from USPTO patents with 853,638 reactions. The task is: Predict the reaction yield, written as a fraction of the theoretical maximum amount of product (1.0 means a 100% yield; for example, 0.34 means a 34% yield). (1) The reactants are [CH3:1][C:2]1[CH:7]=[CH:6][C:5]([S:8]([O:11][CH2:12][CH:13]2[CH2:17][C:16]3[CH:18]=[C:19]([F:23])[CH:20]=[C:21](Br)[C:15]=3[O:14]2)(=[O:10])=[O:9])=[CH:4][CH:3]=1.[Cl:24][C:25]1[CH:30]=[CH:29][CH:28]=[CH:27][C:26]=1B(O)O.C(=O)([O-])[O-].[K+].[K+].CC1C=CC(S(OCC2CC3C(C4C=CC=CC=4)=CC=CC=3O2)(=O)=O)=CC=1. The catalyst is CC1C=CC=CC=1[P](C1C=CC=CC=1C)([Pd](Cl)(Cl)[P](C1=C(C)C=CC=C1)(C1C=CC=CC=1C)C1C=CC=CC=1C)C1C=CC=CC=1C. The product is [CH3:1][C:2]1[CH:7]=[CH:6][C:5]([S:8]([O:11][CH2:12][CH:13]2[CH2:17][C:16]3[CH:18]=[C:19]([F:23])[CH:20]=[C:21]([C:26]4[CH:27]=[CH:28][CH:29]=[CH:30][C:25]=4[Cl:24])[C:15]=3[O:14]2)(=[O:10])=[O:9])=[CH:4][CH:3]=1. The yield is 0.670. (2) The reactants are [Br:1][C:2]1[C:3]([F:12])=[C:4]2[C:10]([NH2:11])=[CH:9][NH:8][C:5]2=[N:6][CH:7]=1.[O:13]1[CH2:17][CH2:16][CH2:15][CH:14]1[C:18](O)=[O:19].C(N(CC)CC)C.C1N(P(Cl)(N2C(=O)OCC2)=O)C(=O)OC1.[Li+].[OH-]. The catalyst is C(Cl)Cl.O. The product is [Br:1][C:2]1[C:3]([F:12])=[C:4]2[C:10]([NH:11][C:18]([CH:14]3[CH2:15][CH2:16][CH2:17][O:13]3)=[O:19])=[CH:9][NH:8][C:5]2=[N:6][CH:7]=1. The yield is 0.806. (3) The reactants are [C:1]([O:5][C:6]([NH:8][C:9]1[S:10][C:11]([C:19](N(OC)C)=[O:20])=[C:12]([C:14]2[O:15][CH:16]=[CH:17][CH:18]=2)[N:13]=1)=[O:7])([CH3:4])([CH3:3])[CH3:2].[C:25]1([Mg]Cl)[CH:30]=[CH:29][CH:28]=[CH:27][CH:26]=1.[Cl-].[NH4+]. The catalyst is C1COCC1. The product is [C:19]([C:11]1[S:10][C:9]([NH:8][C:6](=[O:7])[O:5][C:1]([CH3:2])([CH3:3])[CH3:4])=[N:13][C:12]=1[C:14]1[O:15][CH:16]=[CH:17][CH:18]=1)(=[O:20])[C:25]1[CH:30]=[CH:29][CH:28]=[CH:27][CH:26]=1. The yield is 0.550. (4) The reactants are [Cl:1][C:2]([Cl:28])([Cl:27])[CH2:3][O:4][C:5](=[O:26])[NH:6][C:7]1[CH:12]=[CH:11][C:10]([S:13][C:14]2[CH:19]=[CH:18][C:17]([C:20](Cl)=[O:21])=[CH:16][C:15]=2[N+:23]([O-:25])=[O:24])=[CH:9][CH:8]=1.[S:29]1[CH:33]=[N:32][N:31]=[C:30]1[NH2:34]. The catalyst is C1(C)C=CC=CC=1. The product is [Cl:1][C:2]([Cl:28])([Cl:27])[CH2:3][O:4][C:5](=[O:26])[NH:6][C:7]1[CH:12]=[CH:11][C:10]([S:13][C:14]2[CH:19]=[CH:18][C:17]([C:20](=[O:21])[NH:34][C:30]3[S:29][CH:33]=[N:32][N:31]=3)=[CH:16][C:15]=2[N+:23]([O-:25])=[O:24])=[CH:9][CH:8]=1. The yield is 1.00.